Dataset: NCI-60 drug combinations with 297,098 pairs across 59 cell lines. Task: Regression. Given two drug SMILES strings and cell line genomic features, predict the synergy score measuring deviation from expected non-interaction effect. (1) Drug 1: CC1C(C(CC(O1)OC2CC(CC3=C2C(=C4C(=C3O)C(=O)C5=C(C4=O)C(=CC=C5)OC)O)(C(=O)CO)O)N)O.Cl. Drug 2: C(CCl)NC(=O)N(CCCl)N=O. Cell line: MCF7. Synergy scores: CSS=1.54, Synergy_ZIP=-5.14, Synergy_Bliss=-4.30, Synergy_Loewe=-24.7, Synergy_HSA=-5.39. (2) Drug 1: C1CCC(CC1)NC(=O)N(CCCl)N=O. Drug 2: CC1=CC2C(CCC3(C2CCC3(C(=O)C)OC(=O)C)C)C4(C1=CC(=O)CC4)C. Cell line: 786-0. Synergy scores: CSS=6.28, Synergy_ZIP=1.42, Synergy_Bliss=3.65, Synergy_Loewe=-11.0, Synergy_HSA=2.40. (3) Drug 1: CC1=C(C(=CC=C1)Cl)NC(=O)C2=CN=C(S2)NC3=CC(=NC(=N3)C)N4CCN(CC4)CCO. Drug 2: CCC1(C2=C(COC1=O)C(=O)N3CC4=CC5=C(C=CC(=C5CN(C)C)O)N=C4C3=C2)O.Cl. Cell line: MALME-3M. Synergy scores: CSS=1.48, Synergy_ZIP=-2.20, Synergy_Bliss=2.26, Synergy_Loewe=-8.44, Synergy_HSA=-1.45.